The task is: Predict which catalyst facilitates the given reaction.. This data is from Catalyst prediction with 721,799 reactions and 888 catalyst types from USPTO. Product: [ClH:42].[C:1]([C:5]1[CH:9]=[C:8]([NH:10][C:11]([NH:13][CH2:14][C:15]2[CH:20]=[C:19]([F:21])[CH:18]=[CH:17][C:16]=2[O:22][C:23]2[CH:24]=[C:25]3[C:29](=[CH:30][CH:31]=2)[N:28]([CH2:32][CH2:33][OH:34])[N:27]=[CH:26]3)=[O:12])[N:7]([C:35]2[CH:40]=[CH:39][C:38]([CH3:41])=[CH:37][CH:36]=2)[N:6]=1)([CH3:4])([CH3:3])[CH3:2]. Reactant: [C:1]([C:5]1[CH:9]=[C:8]([NH:10][C:11]([NH:13][CH2:14][C:15]2[CH:20]=[C:19]([F:21])[CH:18]=[CH:17][C:16]=2[O:22][C:23]2[CH:24]=[C:25]3[C:29](=[CH:30][CH:31]=2)[N:28]([CH2:32][CH2:33][OH:34])[N:27]=[CH:26]3)=[O:12])[N:7]([C:35]2[CH:40]=[CH:39][C:38]([CH3:41])=[CH:37][CH:36]=2)[N:6]=1)([CH3:4])([CH3:3])[CH3:2].[ClH:42]. The catalyst class is: 32.